This data is from Reaction yield outcomes from USPTO patents with 853,638 reactions. The task is: Predict the reaction yield, written as a fraction of the theoretical maximum amount of product (1.0 means a 100% yield; for example, 0.34 means a 34% yield). (1) The reactants are [Mg].Br[C:3]1[CH:4]=[C:5]([CH:10]=[CH:11][CH:12]=1)[O:6][SiH](C)C.C([Si:15]([CH3:18])([CH3:17])Cl)C.[CH2:19]1COC[CH2:20]1. The catalyst is II. The product is [CH2:19]([C:3]1[C:4]([SiH:15]([CH3:18])[CH3:17])=[C:5]([OH:6])[CH:10]=[CH:11][CH:12]=1)[CH3:20]. The yield is 0.210. (2) The reactants are [CH2:1]([NH:8][C:9]1[N:14]2[N:15]=[CH:16][C:17]([Br:18])=[C:13]2[N:12]=[CH:11][C:10]=1[C:19]([OH:21])=O)[C:2]1[CH:7]=[CH:6][CH:5]=[CH:4][CH:3]=1.Cl.[NH:23]1[CH2:28][CH2:27][C:26]2([C:36]3[C:31](=[CH:32][CH:33]=[CH:34][CH:35]=3)[CH2:30][O:29]2)[CH2:25][CH2:24]1. No catalyst specified. The product is [CH2:1]([NH:8][C:9]1[N:14]2[N:15]=[CH:16][C:17]([Br:18])=[C:13]2[N:12]=[CH:11][C:10]=1[C:19]([N:23]1[CH2:28][CH2:27][C:26]2([C:36]3[C:31](=[CH:32][CH:33]=[CH:34][CH:35]=3)[CH2:30][O:29]2)[CH2:25][CH2:24]1)=[O:21])[C:2]1[CH:3]=[CH:4][CH:5]=[CH:6][CH:7]=1. The yield is 0.940. (3) The reactants are [NH:1]1[CH:5]=[CH:4][N:3]=[CH:2]1.[H-].[Na+].Cl[C:9]1[C:14]([I:15])=[CH:13][N:12]=[CH:11][N:10]=1. The catalyst is C1COCC1. The product is [N:1]1([C:9]2[C:14]([I:15])=[CH:13][N:12]=[CH:11][N:10]=2)[CH:5]=[CH:4][N:3]=[CH:2]1. The yield is 0.521. (4) The reactants are Br[C:2]1[S:3][C:4]([S:17](=[O:25])(=[O:24])[NH:18][CH2:19][CH:20]([OH:23])[CH2:21][OH:22])=[CH:5][C:6]=1[C:7]1[S:11][C:10]([NH:12][C:13](=[O:15])[CH3:14])=[N:9][C:8]=1[CH3:16].C([Li])CCC. The catalyst is C1COCC1. The product is [OH:23][CH:20]([CH2:21][OH:22])[CH2:19][NH:18][S:17]([C:4]1[S:3][CH:2]=[C:6]([C:7]2[S:11][C:10]([NH:12][C:13](=[O:15])[CH3:14])=[N:9][C:8]=2[CH3:16])[CH:5]=1)(=[O:25])=[O:24]. The yield is 0.420. (5) The reactants are COC([N:5]1[C:13]2[C:8](=[C:9]([NH:14][C:15]([O:17]N3C(=O)CCC3=O)=O)[CH:10]=[CH:11][CH:12]=2)[CH:7]=[N:6]1)=O.[NH2:25][CH:26]1[C:34]2[C:29](=[CH:30][C:31]([C:35]([CH3:39])([CH3:38])[C:36]#[N:37])=[CH:32][CH:33]=2)[CH2:28][CH2:27]1.CCN(C(C)C)C(C)C.CO. The catalyst is CN(C=O)C.O. The product is [C:36]([C:35]([C:31]1[CH:30]=[C:29]2[C:34](=[CH:33][CH:32]=1)[CH:26]([NH:25][C:15]([NH:14][C:9]1[CH:10]=[CH:11][CH:12]=[C:13]3[C:8]=1[CH:7]=[N:6][NH:5]3)=[O:17])[CH2:27][CH2:28]2)([CH3:39])[CH3:38])#[N:37]. The yield is 0.930. (6) The reactants are F[C:2](F)(F)C(O)=O.[CH2:8]([S:10]([N:13]1[CH2:18][CH2:17][CH:16]([C:19]2[C:27]3[C:22](=[C:23]([C:39]([NH2:41])=[O:40])[CH:24]=[C:25]([C:28]4[N:29]=[C:30]([CH2:33][NH:34][CH2:35][CH:36](C)[CH3:37])[S:31][CH:32]=4)[CH:26]=3)[NH:21][CH:20]=2)[CH2:15][CH2:14]1)(=[O:12])=[O:11])[CH3:9].CC(C)CN. No catalyst specified. The product is [CH2:8]([S:10]([N:13]1[CH2:18][CH2:17][CH:16]([C:19]2[C:27]3[C:22](=[C:23]([C:39]([NH2:41])=[O:40])[CH:24]=[C:25]([C:28]4[N:29]=[C:30]([CH2:33][N:34]5[CH2:2][CH2:37][CH2:36][CH2:35]5)[S:31][CH:32]=4)[CH:26]=3)[NH:21][CH:20]=2)[CH2:15][CH2:14]1)(=[O:11])=[O:12])[CH3:9]. The yield is 0.500.